The task is: Predict the reactants needed to synthesize the given product.. This data is from Full USPTO retrosynthesis dataset with 1.9M reactions from patents (1976-2016). (1) Given the product [ClH:43].[C:8]([S:11][CH:12]1[CH2:17][CH2:16][N:15]([CH:30]([C:36]2[CH:41]=[CH:40][CH:39]=[CH:38][C:37]=2[F:42])[C:31]([CH:33]2[CH2:34][CH2:35]2)=[O:32])[CH2:14]/[C:13]/1=[CH:18]\[C:19]1[N:23]([CH2:24][C:25]([O:27][CH3:28])=[O:26])[N:22]=[N:21][CH:20]=1)(=[O:10])[CH3:9], predict the reactants needed to synthesize it. The reactants are: FC(F)(F)C(O)=O.[C:8]([S:11][CH:12]1[CH2:17][CH2:16][NH:15][CH2:14]/[C:13]/1=[CH:18]\[C:19]1[N:23]([CH2:24][C:25]([O:27][CH3:28])=[O:26])[N:22]=[N:21][CH:20]=1)(=[O:10])[CH3:9].Br[CH:30]([C:36]1[CH:41]=[CH:40][CH:39]=[CH:38][C:37]=1[F:42])[C:31]([CH:33]1[CH2:35][CH2:34]1)=[O:32].[ClH:43]. (2) Given the product [CH:12]1([C:9]2[N:8]=[C:7]([C:6]3[C:5]4[CH2:15][CH2:16][C:17]([OH:19])([CH3:20])[CH2:18][C:4]=4[S:3][C:2]=3[NH:1][C:30]([C:21]3[CH2:26][CH2:25][CH2:24][CH2:23][C:22]=3[C:27]([OH:29])=[O:28])=[O:31])[O:11][N:10]=2)[CH2:13][CH2:14]1, predict the reactants needed to synthesize it. The reactants are: [NH2:1][C:2]1[S:3][C:4]2[CH2:18][C:17]([CH3:20])([OH:19])[CH2:16][CH2:15][C:5]=2[C:6]=1[C:7]1[O:11][N:10]=[C:9]([CH:12]2[CH2:14][CH2:13]2)[N:8]=1.[C:21]12[C:30](=[O:31])[O:29][C:27](=[O:28])[C:22]=1[CH2:23][CH2:24][CH2:25][CH2:26]2. (3) Given the product [CH3:1][N:2]1[CH2:7][CH:6]2[N:5]([C:14]3[N:19]=[CH:18][CH:17]=[CH:16][C:15]=3[CH2:20][C:9]3[CH:10]=[CH:11][CH:12]=[CH:13][C:8]=32)[CH2:4][CH2:3]1, predict the reactants needed to synthesize it. The reactants are: [CH3:1][N:2]1[CH2:7][CH:6]([C:8]2[CH:13]=[CH:12][CH:11]=[CH:10][CH:9]=2)[N:5]([C:14]2[N:19]=[CH:18][CH:17]=[CH:16][C:15]=2[CH2:20]O)[CH2:4][CH2:3]1.S(=O)(=O)(O)O.N.[OH-].[Na+]. (4) Given the product [CH3:12][C@@H:9]([CH2:10][CH3:11])[C@H:8]([NH:7][C:6](=[O:37])[CH2:43][C:42]1[N:38]=[N:39][NH:40][N:41]=1)[C:13]([NH:14][CH2:15][C:16]([N:17]1[C:25]2[C:20](=[CH:21][CH:22]=[CH:23][CH:24]=2)[CH2:19][C@H:18]1[C:26]([NH:27][CH2:28][C:29]1[N:30]=[N:31][NH:32][CH:33]=1)=[O:34])=[O:35])=[O:36], predict the reactants needed to synthesize it. The reactants are: C(O[C:6](=[O:37])[NH:7][C@H:8]([C:13](=[O:36])[NH:14][CH2:15][C:16](=[O:35])[N:17]1[C:25]2[C:20](=[CH:21][CH:22]=[CH:23][CH:24]=2)[CH2:19][C@H:18]1[C:26](=[O:34])[NH:27][CH2:28][C:29]1[N:30]=[N:31][NH:32][CH:33]=1)[C@@H:9]([CH3:12])[CH2:10][CH3:11])(C)(C)C.[N:38]1[NH:39][N:40]=[N:41][C:42]=1[CH2:43]C(O)=O. (5) Given the product [N+:20](=[CH:19][C:9](=[O:10])[CH2:8][C:5]1[CH:6]=[CH:7][C:2]([I:1])=[CH:3][CH:4]=1)=[N-:21], predict the reactants needed to synthesize it. The reactants are: [I:1][C:2]1[CH:7]=[CH:6][C:5]([CH2:8][C:9](Cl)=[O:10])=[CH:4][CH:3]=1.C(#N)C.C[Si]([CH:19]=[N+:20]=[N-:21])(C)C.C(OCC)C. (6) Given the product [F:1][C:2]1[CH:3]=[C:4]([CH:8]=[CH:9][C:10]=1[N+:11]([O-:13])=[O:12])[C:5]([Cl:17])=[O:6], predict the reactants needed to synthesize it. The reactants are: [F:1][C:2]1[CH:3]=[C:4]([CH:8]=[CH:9][C:10]=1[N+:11]([O-:13])=[O:12])[C:5](O)=[O:6].C(Cl)(=O)C([Cl:17])=O.CN(C=O)C.